Predict the product of the given reaction. From a dataset of Forward reaction prediction with 1.9M reactions from USPTO patents (1976-2016). Given the reactants [N:1]1([CH2:6][C:7]2[CH:21]=[CH:20][C:10]([CH2:11][N:12]3[CH:16]=[C:15]([C:17]([OH:19])=O)[CH:14]=[N:13]3)=[CH:9][CH:8]=2)[CH:5]=[CH:4][CH:3]=[N:2]1.[Cl:22][C:23]1[CH:24]=[C:25]([C@H:29]([NH2:31])[CH3:30])[CH:26]=[CH:27][CH:28]=1.CCN(C(C)C)C(C)C.CN(C(ON1N=NC2C=CC=NC1=2)=[N+](C)C)C.F[P-](F)(F)(F)(F)F, predict the reaction product. The product is: [N:1]1([CH2:6][C:7]2[CH:8]=[CH:9][C:10]([CH2:11][N:12]3[CH:16]=[C:15]([C:17]([NH:31][C@@H:29]([C:25]4[CH:26]=[CH:27][CH:28]=[C:23]([Cl:22])[CH:24]=4)[CH3:30])=[O:19])[CH:14]=[N:13]3)=[CH:20][CH:21]=2)[CH:5]=[CH:4][CH:3]=[N:2]1.